From a dataset of Forward reaction prediction with 1.9M reactions from USPTO patents (1976-2016). Predict the product of the given reaction. (1) Given the reactants Br[C:2]1[CH:7]=[CH:6][C:5]([NH:8][C:9]2[N:14]=[C:13]3[C:15]4[N:22]([CH3:23])[N:21]=[C:20]([C:24]([NH:26][C:27]5[CH:32]=[CH:31][CH:30]=[CH:29][C:28]=5[CH2:33][CH3:34])=[O:25])[C:16]=4[CH2:17][CH2:18][CH2:19][C:12]3=[CH:11][N:10]=2)=[C:4]([O:35][CH3:36])[CH:3]=1.[Li]N([Si](C)(C)C)[Si](C)(C)C.[CH3:47][N:48]1[CH2:53][CH2:52][NH:51][CH2:50][CH2:49]1, predict the reaction product. The product is: [CH2:33]([C:28]1[CH:29]=[CH:30][CH:31]=[CH:32][C:27]=1[NH:26][C:24]([C:20]1[C:16]2[CH2:17][CH2:18][CH2:19][C:12]3[C:13](=[N:14][C:9]([NH:8][C:5]4[CH:6]=[CH:7][C:2]([N:51]5[CH2:52][CH2:53][N:48]([CH3:47])[CH2:49][CH2:50]5)=[CH:3][C:4]=4[O:35][CH3:36])=[N:10][CH:11]=3)[C:15]=2[N:22]([CH3:23])[N:21]=1)=[O:25])[CH3:34]. (2) Given the reactants Br[C:2]1[CH:3]=[C:4]2[C:9](=[CH:10][CH:11]=1)[C:8](=[O:12])[N:7]([CH2:13][C:14]([CH3:25])([CH3:24])[CH2:15][O:16][Si:17]([C:20]([CH3:23])([CH3:22])[CH3:21])([CH3:19])[CH3:18])[CH:6]=[C:5]2[S:26]([N:29]1[CH2:35][CH2:34][CH2:33][N:32]([C:36]([O:38][C:39]([CH3:42])([CH3:41])[CH3:40])=[O:37])[CH2:31][CH2:30]1)(=[O:28])=[O:27].[CH:43]1([NH:46][C:47](=[O:65])[C:48]2[CH:53]=[C:52](B3OC(C)(C)C(C)(C)O3)[C:51]([CH3:63])=[C:50]([F:64])[CH:49]=2)[CH2:45][CH2:44]1.C(=O)([O-])[O-].[K+].[K+], predict the reaction product. The product is: [Si:17]([O:16][CH2:15][C:14]([CH3:24])([CH3:25])[CH2:13][N:7]1[CH:6]=[C:5]([S:26]([N:29]2[CH2:35][CH2:34][CH2:33][N:32]([C:36]([O:38][C:39]([CH3:42])([CH3:41])[CH3:40])=[O:37])[CH2:31][CH2:30]2)(=[O:28])=[O:27])[C:4]2[C:9](=[CH:10][CH:11]=[C:2]([C:52]3[CH:53]=[C:48]([C:47](=[O:65])[NH:46][CH:43]4[CH2:44][CH2:45]4)[CH:49]=[C:50]([F:64])[C:51]=3[CH3:63])[CH:3]=2)[C:8]1=[O:12])([C:20]([CH3:21])([CH3:23])[CH3:22])([CH3:19])[CH3:18]. (3) Given the reactants Br[C:2]1[C:7]([O:8][CH3:9])=[CH:6][CH:5]=[C:4]([I:10])[N:3]=1.[H-].[Na+].[NH2:13][C:14]1[CH:19]=[CH:18][CH:17]=[CH:16][N:15]=1, predict the reaction product. The product is: [I:10][C:4]1[N:3]=[C:2]([NH:13][C:14]2[CH:19]=[CH:18][CH:17]=[CH:16][N:15]=2)[C:7]([O:8][CH3:9])=[CH:6][CH:5]=1. (4) The product is: [CH2:18]([C:22]1[CH:23]=[CH:24][C:25]([C:28]2[CH:33]=[CH:32][C:31]3[N:34]=[C:10]([C:7]4[CH:8]=[CH:9][C:4]([C:3]([OH:2])=[O:12])=[CH:5][CH:6]=4)[NH:35][C:30]=3[CH:29]=2)=[CH:26][CH:27]=1)[CH2:19][CH2:20][CH3:21]. Given the reactants C[O:2][C:3](=[O:12])[C:4]1[CH:9]=[CH:8][C:7]([CH:10]=O)=[CH:6][CH:5]=1.OS([O-])=O.[Na+].[CH2:18]([C:22]1[CH:27]=[CH:26][C:25]([C:28]2[CH:33]=[CH:32][C:31]([NH2:34])=[C:30]([NH2:35])[CH:29]=2)=[CH:24][CH:23]=1)[CH2:19][CH2:20][CH3:21].[Li+].[OH-], predict the reaction product.